From a dataset of Forward reaction prediction with 1.9M reactions from USPTO patents (1976-2016). Predict the product of the given reaction. (1) The product is: [Cl:26][C:27]1[CH:32]=[C:31]([C:2]2[C:3]([CH3:25])=[CH:4][CH:5]=[C:6]([NH:8][C:9]([C:11]3([C:14]4[CH:24]=[CH:23][C:17]5[O:18][C:19]([F:21])([F:22])[O:20][C:16]=5[CH:15]=4)[CH2:13][CH2:12]3)=[O:10])[N:7]=2)[CH:30]=[N:29][C:28]=1[O:42][CH3:43]. Given the reactants Cl[C:2]1[N:7]=[C:6]([NH:8][C:9]([C:11]2([C:14]3[CH:24]=[CH:23][C:17]4[O:18][C:19]([F:22])([F:21])[O:20][C:16]=4[CH:15]=3)[CH2:13][CH2:12]2)=[O:10])[CH:5]=[CH:4][C:3]=1[CH3:25].[Cl:26][C:27]1[C:28]([O:42][CH3:43])=[N:29][CH:30]=[C:31](B2OC(C)(C)C(C)(C)O2)[CH:32]=1.C(=O)([O-])[O-].[Na+].[Na+], predict the reaction product. (2) Given the reactants C[O:2][C:3](=[O:24])[C:4]1[CH:9]=[C:8]([C:10]2[S:11][CH:12]=[C:13]([C:15]3[CH:20]=[CH:19][C:18]([Cl:21])=[C:17]([Cl:22])[CH:16]=3)[N:14]=2)[CH:7]=[CH:6][C:5]=1Br.[Cl:25][C:26]1[C:31]([C:32]([F:35])([F:34])[F:33])=[CH:30][CH:29]=[CH:28][C:27]=1B(O)O, predict the reaction product. The product is: [Cl:25][C:26]1[C:31]([C:32]([F:33])([F:34])[F:35])=[CH:30][CH:29]=[CH:28][C:27]=1[C:5]1[C:4]([C:3]([OH:2])=[O:24])=[CH:9][C:8]([C:10]2[S:11][CH:12]=[C:13]([C:15]3[CH:20]=[CH:19][C:18]([Cl:21])=[C:17]([Cl:22])[CH:16]=3)[N:14]=2)=[CH:7][CH:6]=1.